Dataset: Full USPTO retrosynthesis dataset with 1.9M reactions from patents (1976-2016). Task: Predict the reactants needed to synthesize the given product. (1) Given the product [CH2:1]([O:8][C:9]1[C:10]([CH2:20][CH:21]([C:31]2[CH:32]=[CH:33][CH:34]=[C:29]([CH2:28][N:23]3[CH2:24][CH2:25][CH2:26][CH2:27]3)[CH:30]=2)[OH:22])=[CH:11][C:12]([Cl:19])=[C:13]2[C:18]=1[N:17]=[CH:16][CH:15]=[CH:14]2)[C:2]1[CH:7]=[CH:6][CH:5]=[CH:4][CH:3]=1, predict the reactants needed to synthesize it. The reactants are: [CH2:1]([O:8][C:9]1[C:10]([CH2:20][CH:21]=[O:22])=[CH:11][C:12]([Cl:19])=[C:13]2[C:18]=1[N:17]=[CH:16][CH:15]=[CH:14]2)[C:2]1[CH:7]=[CH:6][CH:5]=[CH:4][CH:3]=1.[N:23]1([CH2:28][C:29]2[CH:30]=[C:31]([Mg]Br)[CH:32]=[CH:33][CH:34]=2)[CH2:27][CH2:26][CH2:25][CH2:24]1. (2) Given the product [CH:1]1([C:4]2[O:8][N:7]=[C:6]([C:9]([NH:35][CH2:34][C:14]3[CH:15]=[CH:16][C:17]([C:19]4[CH:24]=[CH:23][N:22]=[C:21]5[NH:25][C:26]([C:28]6[CH:29]=[N:30][N:31]([CH3:33])[CH:32]=6)=[N:27][C:20]=45)=[CH:18][C:13]=3[F:12])=[O:11])[N:5]=2)[CH2:2][CH2:3]1, predict the reactants needed to synthesize it. The reactants are: [CH:1]1([C:4]2[O:8][N:7]=[C:6]([C:9]([OH:11])=O)[N:5]=2)[CH2:3][CH2:2]1.[F:12][C:13]1[CH:18]=[C:17]([C:19]2[CH:24]=[CH:23][N:22]=[C:21]3[NH:25][C:26]([C:28]4[CH:29]=[N:30][N:31]([CH3:33])[CH:32]=4)=[N:27][C:20]=23)[CH:16]=[CH:15][C:14]=1[CH2:34][NH2:35]. (3) Given the product [CH2:35]([C:29]1[CH:34]=[CH:33][CH:32]=[CH:31][CH:30]=1)/[CH:36]=[CH:1]\[CH3:2], predict the reactants needed to synthesize it. The reactants are: [CH2:1]1OCCOCCOCCOCCOCCO[CH2:2]1.C[Si]([N-][Si](C)(C)C)(C)C.[K+].[C:29]1([CH2:35][CH:36]=O)[CH:34]=[CH:33][CH:32]=[CH:31][CH:30]=1.[NH4+].[Cl-]. (4) Given the product [CH:8]([N:11]1[CH2:16][CH2:15][NH:14][CH2:13][CH2:12]1)([CH3:10])[CH3:9], predict the reactants needed to synthesize it. The reactants are: C(O)(C(F)(F)F)=O.[CH:8]([N:11]1[CH2:16][CH2:15][N:14](C(OC(C)(C)C)=O)[CH2:13][CH2:12]1)([CH3:10])[CH3:9]. (5) Given the product [S:16]1[C:3]2[CH2:4][CH2:5][CH2:6][CH2:7][C:2]=2[N:9]=[C:10]1[C:11]([O:13][CH2:14][CH3:15])=[O:12], predict the reactants needed to synthesize it. The reactants are: Cl[CH:2]1[CH2:7][CH2:6][CH2:5][CH2:4][C:3]1=O.[NH2:9][C:10](=[S:16])[C:11]([O:13][CH2:14][CH3:15])=[O:12]. (6) Given the product [O:1]1[C:10]2[C:5](=[CH:6][CH:7]=[CH:8][CH:9]=2)[CH2:4][CH:3]([NH:11][C:41]([C:37]2[CH:36]=[C:35]3[C:40](=[CH:39][CH:38]=2)[N:32]([CH2:31][C:28]2[CH:27]=[CH:26][C:25]([C:20]4[C:19]([C:17]([OH:18])=[O:16])=[CH:24][CH:23]=[CH:22][CH:21]=4)=[CH:30][CH:29]=2)[C:33]([CH3:45])=[C:34]3[CH3:44])=[O:42])[CH2:2]1, predict the reactants needed to synthesize it. The reactants are: [O:1]1[C:10]2[C:5](=[CH:6][CH:7]=[CH:8][CH:9]=2)[CH2:4][CH:3]([NH2:11])[CH2:2]1.C([O:16][C:17]([C:19]1[CH:24]=[CH:23][CH:22]=[CH:21][C:20]=1[C:25]1[CH:30]=[CH:29][C:28]([CH2:31][N:32]2[C:40]3[C:35](=[CH:36][C:37]([C:41](O)=[O:42])=[CH:38][CH:39]=3)[C:34]([CH3:44])=[C:33]2[CH3:45])=[CH:27][CH:26]=1)=[O:18])(C)(C)C. (7) Given the product [C:48]([O:47][C:45]([CH2:44][N:30]1[CH2:31][CH2:32][CH2:33][N:27]([C:24]2[N:25]=[CH:26][C:21]([C:19]([NH:18][C:5]3[CH:4]=[CH:3][C:2]([F:1])=[CH:17][C:6]=3[C:7]([NH:9][C:10]3[CH:15]=[CH:14][C:13]([Cl:16])=[CH:12][N:11]=3)=[O:8])=[O:20])=[N:22][CH:23]=2)[CH2:28][CH2:29]1)=[O:46])([CH3:51])([CH3:50])[CH3:49], predict the reactants needed to synthesize it. The reactants are: [F:1][C:2]1[CH:3]=[CH:4][C:5]([NH:18][C:19]([C:21]2[CH:26]=[N:25][C:24]([N:27]3[CH2:33][CH2:32][CH2:31][NH:30][CH2:29][CH2:28]3)=[CH:23][N:22]=2)=[O:20])=[C:6]([CH:17]=1)[C:7]([NH:9][C:10]1[CH:15]=[CH:14][C:13]([Cl:16])=[CH:12][N:11]=1)=[O:8].C(N(CC)C(C)C)(C)C.Br[CH2:44][C:45]([O:47][C:48]([CH3:51])([CH3:50])[CH3:49])=[O:46].